From a dataset of Forward reaction prediction with 1.9M reactions from USPTO patents (1976-2016). Predict the product of the given reaction. (1) Given the reactants [C:1]([O:5][C:6]([NH:8][C@H:9]1[CH2:13][CH2:12][N:11]([S:14]([C:17]2[C:18]3[C:19]([Cl:28])=[CH:20][N:21]=[C:22](Cl)[C:23]=3[CH:24]=[CH:25][CH:26]=2)(=[O:16])=[O:15])[CH2:10]1)=[O:7])([CH3:4])([CH3:3])[CH3:2].C(=O)([O-])[O-].[K+].[K+].[NH3:35], predict the reaction product. The product is: [C:1]([O:5][C:6]([NH:8][C@H:9]1[CH2:13][CH2:12][N:11]([S:14]([C:17]2[C:18]3[C:19]([Cl:28])=[CH:20][N:21]=[C:22]([NH2:35])[C:23]=3[CH:24]=[CH:25][CH:26]=2)(=[O:16])=[O:15])[CH2:10]1)=[O:7])([CH3:4])([CH3:3])[CH3:2]. (2) Given the reactants [N:1]1[C:10]2[C:5](=[CH:6][CH:7]=[CH:8][CH:9]=2)[CH:4]=[CH:3][C:2]=1[NH:11][CH2:12][CH2:13][CH2:14][NH2:15].[NH:16]1[C:24]2[C:19](=[CH:20][CH:21]=[CH:22][CH:23]=2)[C:18]([CH:25]=O)=[CH:17]1, predict the reaction product. The product is: [NH:16]1[C:24]2[C:19](=[CH:20][CH:21]=[CH:22][CH:23]=2)[C:18]([CH2:25][NH:15][CH2:14][CH2:13][CH2:12][NH:11][C:2]2[CH:3]=[CH:4][C:5]3[C:10](=[CH:9][CH:8]=[CH:7][CH:6]=3)[N:1]=2)=[CH:17]1.